From a dataset of Reaction yield outcomes from USPTO patents with 853,638 reactions. Predict the reaction yield, written as a fraction of the theoretical maximum amount of product (1.0 means a 100% yield; for example, 0.34 means a 34% yield). (1) The reactants are [C:1]([O:20][CH2:21][CH2:22][O:23][CH2:24][CH2:25][O:26][CH2:27][CH2:28][O:29][CH2:30][CH2:31][O:32][CH2:33][CH2:34][OH:35])([C:14]1[CH:19]=[CH:18][CH:17]=[CH:16][CH:15]=1)([C:8]1[CH:13]=[CH:12][CH:11]=[CH:10][CH:9]=1)[C:2]1[CH:7]=[CH:6][CH:5]=[CH:4][CH:3]=1.C(P(CCCC)CCCC)CCC.[C:49]([Si:53]([CH3:71])([CH3:70])[O:54][C:55]1[CH:56]=[C:57](O)[CH:58]=[C:59]([O:61][Si:62]([C:65]([CH3:68])([CH3:67])[CH3:66])([CH3:64])[CH3:63])[CH:60]=1)([CH3:52])([CH3:51])[CH3:50].N(C(N(C)C)=O)=NC(N(C)C)=O. The catalyst is C1(C)C=CC=CC=1.C(OCC)(=O)C. The product is [C:65]([Si:62]([CH3:64])([CH3:63])[O:61][C:59]1[CH:58]=[C:57]([O:35][CH2:34][CH2:33][O:32][CH2:31][CH2:30][O:29][CH2:28][CH2:27][O:26][CH2:25][CH2:24][O:23][CH2:22][CH2:21][O:20][C:1]([C:2]2[CH:7]=[CH:6][CH:5]=[CH:4][CH:3]=2)([C:8]2[CH:13]=[CH:12][CH:11]=[CH:10][CH:9]=2)[C:14]2[CH:15]=[CH:16][CH:17]=[CH:18][CH:19]=2)[CH:56]=[C:55]([O:54][Si:53]([C:49]([CH3:52])([CH3:51])[CH3:50])([CH3:71])[CH3:70])[CH:60]=1)([CH3:68])([CH3:67])[CH3:66]. The yield is 0.390. (2) The reactants are [Cl:1][C:2]1[CH:3]=[CH:4][C:5]2[N:11]([CH2:12][C:13]([CH3:17])([CH3:16])[CH2:14][OH:15])[C:10](=[O:18])[C@@H:9]([CH2:19][C:20](O)=[O:21])[O:8][C@H:7]([C:23]3[CH:28]=[CH:27][CH:26]=[C:25]([O:29][CH3:30])[C:24]=3[O:31][CH3:32])[C:6]=2[CH:33]=1.Cl.[NH2:35][CH2:36][C:37]1[CH:46]=[CH:45][C:40]([C:41]([O:43][CH3:44])=[O:42])=[CH:39][CH:38]=1.P(C#N)(OCC)(OCC)=O.C(N(CC)CC)C. The catalyst is CN(C)C=O.C(OCC)(=O)C. The product is [Cl:1][C:2]1[CH:3]=[CH:4][C:5]2[N:11]([CH2:12][C:13]([CH3:16])([CH3:17])[CH2:14][OH:15])[C:10](=[O:18])[C@@H:9]([CH2:19][C:20]([NH:35][CH2:36][C:37]3[CH:38]=[CH:39][C:40]([C:41]([O:43][CH3:44])=[O:42])=[CH:45][CH:46]=3)=[O:21])[O:8][C@H:7]([C:23]3[CH:28]=[CH:27][CH:26]=[C:25]([O:29][CH3:30])[C:24]=3[O:31][CH3:32])[C:6]=2[CH:33]=1. The yield is 0.640. (3) The reactants are [H-].[H-].COCCO[Al+]OCCOC.[Na+].[CH2:15]([N:22]([CH2:30][CH:31]([C:37](OCC)=[O:38])[C:32](OCC)=[O:33])[CH2:23][C:24]1[CH:29]=[CH:28][CH:27]=[CH:26][CH:25]=1)[C:16]1[CH:21]=[CH:20][CH:19]=[CH:18][CH:17]=1.CCCCCCC. The catalyst is C1(C)C=CC=CC=1. The product is [CH2:15]([N:22]([CH2:30][CH:31]([CH2:37][OH:38])[CH2:32][OH:33])[CH2:23][C:24]1[CH:29]=[CH:28][CH:27]=[CH:26][CH:25]=1)[C:16]1[CH:17]=[CH:18][CH:19]=[CH:20][CH:21]=1. The yield is 0.698. (4) The reactants are [CH3:1][C:2]1[CH:7]=[CH:6][CH:5]=[C:4]([NH2:8])[C:3]=1[NH2:9].[CH:10](O)=O. No catalyst specified. The product is [CH3:1][C:2]1[C:3]2[N:9]=[CH:10][NH:8][C:4]=2[CH:5]=[CH:6][CH:7]=1. The yield is 0.960. (5) The reactants are [CH3:1][O:2][CH2:3][CH2:4][NH2:5].[C:6]([C:8]1[CH:15]=[CH:14][C:11]([CH2:12]Br)=[CH:10][CH:9]=1)#[N:7]. The catalyst is C(#N)C. The product is [CH3:1][O:2][CH2:3][CH2:4][NH:5][CH2:12][C:11]1[CH:14]=[CH:15][C:8]([C:6]#[N:7])=[CH:9][CH:10]=1. The yield is 0.990. (6) The reactants are [O:1]=[C:2]1[N:8]2[CH2:9][C@H:4]([C:5]3[CH:16]=[N:15][NH:14][C:6]=3[C@H:7]2[C:10]([O:12][CH3:13])=[O:11])[N:3]1[O:17][CH2:18][C:19]1[CH:24]=[CH:23][CH:22]=[CH:21][CH:20]=1.Br[CH2:26][C:27]([O:29][CH2:30][CH3:31])=[O:28].CCN(C(C)C)C(C)C. The catalyst is C(#N)C. The product is [CH3:13][O:12][C:10]([C@@H:7]1[C:6]2[N:14]([CH2:26][C:27]([O:29][CH2:30][CH3:31])=[O:28])[N:15]=[CH:16][C:5]=2[C@H:4]2[CH2:9][N:8]1[C:2](=[O:1])[N:3]2[O:17][CH2:18][C:19]1[CH:24]=[CH:23][CH:22]=[CH:21][CH:20]=1)=[O:11]. The yield is 0.118. (7) The reactants are [CH3:1][N:2]([CH3:37])[C:3]1[CH:8]=[CH:7][C:6]([NH:9][C:10]([NH:12]/[N:13]=[CH:14]/[C:15]2[CH:20]=[CH:19][C:18]([C:21]3[N:25]=[CH:24][N:23]([C:26]4[CH:31]=[CH:30][C:29]([O:32][C:33]([F:36])([F:35])[F:34])=[CH:28][CH:27]=4)[N:22]=3)=[CH:17][CH:16]=2)=[S:11])=[CH:5][CH:4]=1.I[CH3:39]. The catalyst is CCO. The product is [CH3:1][N:2]([CH3:37])[C:3]1[CH:8]=[CH:7][C:6]([NH:9][C:10]([NH:12][N:13]=[CH:14][C:15]2[CH:16]=[CH:17][C:18]([C:21]3[N:25]=[CH:24][N:23]([C:26]4[CH:31]=[CH:30][C:29]([O:32][C:33]([F:34])([F:36])[F:35])=[CH:28][CH:27]=4)[N:22]=3)=[CH:19][CH:20]=2)=[SH:11][CH3:39])=[CH:5][CH:4]=1. The yield is 0.600. (8) The reactants are [CH2:1]([N:4]1[C@H:9]([CH3:10])[CH2:8][N:7](C(OCC)=O)[C@@H:6]([CH3:16])[CH2:5]1)[CH:2]=[CH2:3].[OH-].[K+].C(=O)=O.C1(C)C=CC=CC=1. The catalyst is C(O)C. The product is [CH2:1]([N:4]1[CH2:5][C@@H:6]([CH3:16])[NH:7][CH2:8][C@@H:9]1[CH3:10])[CH:2]=[CH2:3]. The yield is 0.690. (9) The reactants are [CH3:1][C:2]([CH3:29])([CH3:28])[C@H:3]([N:11]1[CH2:15][CH2:14][N:13]([CH2:16][C:17]2[CH:22]=[CH:21][CH:20]=[C:19]([C:23]([F:26])([F:25])[F:24])[CH:18]=2)[C:12]1=[O:27])[C:4]([O:6]C(C)(C)C)=[O:5].FC(F)(F)C(O)=O. The catalyst is ClCCl. The product is [CH3:1][C:2]([CH3:29])([CH3:28])[C@H:3]([N:11]1[CH2:15][CH2:14][N:13]([CH2:16][C:17]2[CH:22]=[CH:21][CH:20]=[C:19]([C:23]([F:26])([F:25])[F:24])[CH:18]=2)[C:12]1=[O:27])[C:4]([OH:6])=[O:5]. The yield is 0.770.